Dataset: Drug-target binding data from BindingDB using Ki measurements. Task: Regression. Given a target protein amino acid sequence and a drug SMILES string, predict the binding affinity score between them. We predict pKi (pKi = -log10(Ki in M); higher means stronger inhibition). Dataset: bindingdb_ki. (1) The compound is Cc1ccc(NS(=O)(=O)Cc2ccccc2)c(=O)n1CC(=O)NCC1CCN(C(=N)N)CC1. The target protein (Q01177) has sequence MDHKEIILLFLLFLKPGQGDSLDGYVSTQGASLHSLTKKQLAAGSIADCLAKCEGETDFICRSFQYHSKEQQCVIMAENSKTSSIIRMRDVILFEKRVYLSECKTGIGKGYRGTMSKTKTGVTCQKWSDTSPHVPKYSPSTHPSEGLEENYCRNPDNDEQGPWCYTTDPDQRYEYCNIPECEEECMYCSGEKYEGKISKTMSGLDCQSWDSQSPHAHGYIPAKFPSKNLKMNYCRNPDGEPRPWCFTTDPNKRWEYCDIPRCTTPPPPPGPTYQCLKGRGENYRGTVSVTASGKTCQRWSEQTPHRHNRTPENFPCKNLEENYCRNPDGETAPWCYTTDSQLRWEYCEIPSCGSSVSPDQSDSSVLPEQTPVVQECYQGNGKSYRGTSSTTNTGKKCQSWVSMTPHSHSKTPANFPDAGLEMNYCRNPDNDQRGPWCFTTDPSVRWEYCNLKRCSETGGGVAESAIVPQVPSAPGTSETDCMYGNGKEYRGKTAVTAAGT.... The pKi is 4.7. (2) The compound is COC(=O)N[C@H](C(=O)N[C@@H](Cc1ccccc1)[C@@H](O)CN(Cc1ccc(-c2ccccn2)cc1)NC(=O)[C@@H](NC(=O)OC)C(C)(C)C)C(C)(C)C. The target protein sequence is PQITLWKRPLVTIRIGGQLKEALLDTGADNTVLEEMNLPGKWKPKMIGGIGGFIKVRQYDQIPIEICGHKAIGTVLVGPTPVNIIGRDLLTQIGCTLNF. The pKi is 10.0. (3) The small molecule is COc1ccccc1N1CCN(CCCCN2C(=O)c3ccccc3C2=O)CC1. The target protein sequence is MTQYNHSAELALQSSANKSLNFTEALDERTLLGLKISLSVLLSVITLATILANVFVVITIFLTRKLHTPANYLIGSLAVTDLLVSVLVMPISIAYTVTHTWAFGQVLCDIWLSSDITCCTASILHLCVIALDRYWAITDALEYAKRRTAGRAALMIAVVWMISVSISVPPFFWRQVKAHEEIAKCAVNTDQISYTIYSTCGAFYIPSVLLLILYGRIYVAARSRILKPPSLYGKRFTTAHLITGSAGSSLCSINASLHEGHSHPGGSPIFINHVQIKLADSVLERKRISAARERKATKTLGIILGAFIFCWLPFFVMSLVLPICQDACWFHPILLDFFTWLGYLNSLINPVIYTAFNEEFKQAFQNLIRVKKRLP. The pKi is 6.1.